Dataset: Reaction yield outcomes from USPTO patents with 853,638 reactions. Task: Predict the reaction yield, written as a fraction of the theoretical maximum amount of product (1.0 means a 100% yield; for example, 0.34 means a 34% yield). The reactants are C[O:2][C:3](=[O:24])[C:4]1[CH:9]=[C:8]([C:10]2[S:11][CH:12]=[C:13]([C:15]3[CH:20]=[CH:19][C:18]([Cl:21])=[C:17]([Cl:22])[CH:16]=3)[N:14]=2)[CH:7]=[CH:6][C:5]=1Br.[Cl:25][C:26]1[CH:31]=[C:30]([O:32][CH3:33])[CH:29]=[CH:28][C:27]=1B(O)O. No catalyst specified. The product is [Cl:25][C:26]1[CH:31]=[C:30]([O:32][CH3:33])[CH:29]=[CH:28][C:27]=1[C:5]1[C:4]([C:3]([OH:2])=[O:24])=[CH:9][C:8]([C:10]2[S:11][CH:12]=[C:13]([C:15]3[CH:20]=[CH:19][C:18]([Cl:21])=[C:17]([Cl:22])[CH:16]=3)[N:14]=2)=[CH:7][CH:6]=1. The yield is 0.0500.